From a dataset of Retrosynthesis with 50K atom-mapped reactions and 10 reaction types from USPTO. Predict the reactants needed to synthesize the given product. (1) Given the product COc1cc(C(=O)NC2COC2)ccc1Nc1nc(OC2(C)CCC2)c2c(-c3ccc4nc(C)oc4c3)cn(COCC[Si](C)(C)C)c2n1, predict the reactants needed to synthesize it. The reactants are: COc1cc(C(=O)NC2COC2)ccc1N.Cc1nc2ccc(-c3cn(COCC[Si](C)(C)C)c4nc(Cl)nc(OC5(C)CCC5)c34)cc2o1. (2) Given the product C#C[C@H]1CC[C@@H](C#N)N1C(=O)CNC(C)(C)CC, predict the reactants needed to synthesize it. The reactants are: C#C[C@H]1CC[C@@H](C#N)N1C(=O)CCl.CCC(C)(C)N. (3) Given the product CC(C)(C)OC(=O)CN1CCc2c(sc(NC(=O)Nc3ccc(Cl)cc3)c2C(N)=O)C1, predict the reactants needed to synthesize it. The reactants are: CC(C)(C)OC(=O)CBr.NC(=O)c1c(NC(=O)Nc2ccc(Cl)cc2)sc2c1CCNC2. (4) Given the product O=S(=O)(c1ccc(-n2cncn2)cc1)C1CCN(CCc2ccc(F)cc2F)CC1, predict the reactants needed to synthesize it. The reactants are: O=S(=O)(c1ccc(Br)cc1)C1CCN(CCc2ccc(F)cc2F)CC1.c1nc[nH]n1. (5) The reactants are: CN.CS(=O)(=O)c1cccc(S(=O)(=O)n2cc(C=O)cc2-c2ccccc2F)c1. Given the product CNCc1cc(-c2ccccc2F)n(S(=O)(=O)c2cccc(S(C)(=O)=O)c2)c1, predict the reactants needed to synthesize it. (6) Given the product CCNC(=O)c1cc(Br)cnc1OC, predict the reactants needed to synthesize it. The reactants are: CCN.COc1ncc(Br)cc1C(=O)O.